From a dataset of Forward reaction prediction with 1.9M reactions from USPTO patents (1976-2016). Predict the product of the given reaction. Given the reactants [Cl:1][C:2]1[CH:7]=[CH:6][C:5]([C:8]2([CH3:35])[CH:12]([C:13]3[CH:18]=[CH:17][C:16]([Cl:19])=[CH:15][CH:14]=3)[N:11]([C:20](Cl)=[O:21])[C:10]([C:23]3[CH:28]=[CH:27][C:26]([O:29][CH3:30])=[CH:25][C:24]=3[O:31][CH:32]([CH3:34])[CH3:33])=[N:9]2)=[CH:4][CH:3]=1.[CH3:36][N:37]([CH3:41])[CH2:38][CH2:39][NH2:40], predict the reaction product. The product is: [CH3:36][N:37]([CH3:41])[CH2:38][CH2:39][NH:40][C:20]([N:11]1[CH:12]([C:13]2[CH:14]=[CH:15][C:16]([Cl:19])=[CH:17][CH:18]=2)[C:8]([C:5]2[CH:6]=[CH:7][C:2]([Cl:1])=[CH:3][CH:4]=2)([CH3:35])[N:9]=[C:10]1[C:23]1[CH:28]=[CH:27][C:26]([O:29][CH3:30])=[CH:25][C:24]=1[O:31][CH:32]([CH3:33])[CH3:34])=[O:21].